Dataset: Forward reaction prediction with 1.9M reactions from USPTO patents (1976-2016). Task: Predict the product of the given reaction. Given the reactants [CH:1](N(CC)C(C)C)(C)C.C[Si](C=[N+]=[N-])(C)C.CCCCCC.[CH:23]([C:26]1[C:31]([OH:32])=[CH:30][CH:29]=[C:28]([CH:33]([CH3:35])[CH3:34])[C:27]=1[NH:36][C:37](=[O:49])[CH2:38][N:39]1[CH2:44][CH2:43][N:42]([CH2:45][CH2:46][CH2:47][OH:48])[CH2:41][CH2:40]1)([CH3:25])[CH3:24], predict the reaction product. The product is: [CH:23]([C:26]1[C:31]([O:32][CH3:1])=[CH:30][CH:29]=[C:28]([CH:33]([CH3:35])[CH3:34])[C:27]=1[NH:36][C:37](=[O:49])[CH2:38][N:39]1[CH2:44][CH2:43][N:42]([CH2:45][CH2:46][CH2:47][OH:48])[CH2:41][CH2:40]1)([CH3:24])[CH3:25].